Predict the reactants needed to synthesize the given product. From a dataset of Full USPTO retrosynthesis dataset with 1.9M reactions from patents (1976-2016). (1) Given the product [CH3:9][C:4]1[CH:3]=[C:2]([NH2:1])[CH:7]=[CH:6][C:5]=1[OH:8].[CH3:2][C:16]1[CH:15]=[C:14]([OH:20])[CH:13]=[CH:18][C:17]=1[NH2:19], predict the reactants needed to synthesize it. The reactants are: [NH2:1][C:2]1[CH:7]=[CH:6][C:5]([OH:8])=[C:4]([CH:9](O)C)[CH:3]=1.C[C:13]1[CH:18]=[C:17]([NH2:19])[CH:16]=[CH:15][C:14]=1[OH:20]. (2) Given the product [CH3:1][S:2]([NH:5][C:6]1[CH:7]=[CH:8][C:9]([NH:12][C:13](=[O:17])[C:14]([N:28]2[CH2:29][CH2:30][CH:25]([CH2:24][C:23]3[CH:22]=[CH:21][C:20]([O:19][CH3:18])=[CH:32][CH:31]=3)[CH2:26][CH2:27]2)=[O:16])=[CH:10][CH:11]=1)(=[O:3])=[O:4], predict the reactants needed to synthesize it. The reactants are: [CH3:1][S:2]([NH:5][C:6]1[CH:11]=[CH:10][C:9]([NH:12][C:13](=[O:17])[C:14]([OH:16])=O)=[CH:8][CH:7]=1)(=[O:4])=[O:3].[CH3:18][O:19][C:20]1[CH:32]=[CH:31][C:23]([CH2:24][CH:25]2[CH2:30][CH2:29][NH:28][CH2:27][CH2:26]2)=[CH:22][CH:21]=1. (3) Given the product [Cl:1][C:2]1[C:7]([CH:8]=[N:18][C:15]2[CH:16]=[CH:17][C:12]([F:11])=[C:13]([Cl:19])[CH:14]=2)=[C:6]([OH:10])[CH:5]=[N:4][CH:3]=1, predict the reactants needed to synthesize it. The reactants are: [Cl:1][C:2]1[CH:3]=[N:4][CH:5]=[C:6]([OH:10])[C:7]=1[CH:8]=O.[F:11][C:12]1[CH:17]=[CH:16][C:15]([NH2:18])=[CH:14][C:13]=1[Cl:19].